This data is from Forward reaction prediction with 1.9M reactions from USPTO patents (1976-2016). The task is: Predict the product of the given reaction. (1) Given the reactants [O:1]=[C:2]1[CH2:6][C:5]2([CH2:11][CH2:10][CH:9]([NH:12]C(=O)OCC3C=CC=CC=3)[CH2:8][CH2:7]2)[CH2:4][NH:3]1, predict the reaction product. The product is: [NH2:12][CH:9]1[CH2:10][CH2:11][C:5]2([CH2:4][NH:3][C:2](=[O:1])[CH2:6]2)[CH2:7][CH2:8]1. (2) Given the reactants Br[C:2]1[CH:7]=[CH:6][C:5]([N+:8]([O-:10])=[O:9])=[CH:4][C:3]=1[O:11][CH3:12].C(=O)([O-])[O-].[K+].[K+].[NH:19]1[CH2:24][CH2:23][O:22][CH2:21][CH2:20]1, predict the reaction product. The product is: [CH3:12][O:11][C:3]1[CH:4]=[C:5]([N+:8]([O-:10])=[O:9])[CH:6]=[CH:7][C:2]=1[N:19]1[CH2:24][CH2:23][O:22][CH2:21][CH2:20]1. (3) Given the reactants C[O:2][C:3](=[O:23])[CH2:4][CH2:5][C:6]1[CH:11]=[CH:10][C:9]([O:12][CH2:13][CH2:14][C@@H:15]([O:17]S(C)(=O)=O)[CH3:16])=[CH:8][C:7]=1[CH3:22].[Br:24][C:25]1[CH:30]=[CH:29][C:28](O)=[C:27]([O:32][C:33]([F:36])([F:35])[F:34])[CH:26]=1, predict the reaction product. The product is: [Br:24][C:25]1[CH:30]=[CH:29][C:28]([O:17][C@H:15]([CH3:16])[CH2:14][CH2:13][O:12][C:9]2[CH:10]=[CH:11][C:6]([CH2:5][CH2:4][C:3]([OH:2])=[O:23])=[C:7]([CH3:22])[CH:8]=2)=[C:27]([O:32][C:33]([F:34])([F:35])[F:36])[CH:26]=1. (4) Given the reactants [C:1](Cl)(=O)[C:2](Cl)=O.S1[CH:11]=[CH:10][N:9]=[CH:8]1.CN(C=O)C.[CH2:17]1[CH2:21]O[CH2:19][CH2:18]1, predict the reaction product. The product is: [N:9]1[C:10]2[C:11](=[CH:19][CH:18]=[CH:17][CH:21]=2)[CH:2]=[CH:1][CH:8]=1. (5) Given the reactants F.[Si]([O:9][CH2:10][C:11]1[CH:23]=[CH:22][C:14]([O:15][C@H:16]2[CH2:20][CH2:19][O:18][C:17]2=[O:21])=[CH:13][CH:12]=1)(C(C)(C)C)(C)C, predict the reaction product. The product is: [OH:9][CH2:10][C:11]1[CH:23]=[CH:22][C:14]([O:15][C@H:16]2[CH2:20][CH2:19][O:18][C:17]2=[O:21])=[CH:13][CH:12]=1. (6) Given the reactants [C:1]([O:5][C:6](=[O:20])[CH2:7][C:8]1([CH2:16][N+:17]([O-])=O)[CH2:14][CH:13]2[CH:9]1[CH:10]=[C:11]([CH3:15])[CH2:12]2)([CH3:4])([CH3:3])[CH3:2].[Cl-].[NH4+], predict the reaction product. The product is: [C:1]([O:5][C:6](=[O:20])[CH2:7][C:8]1([CH2:16][NH2:17])[CH2:14][CH:13]2[CH:9]1[CH:10]=[C:11]([CH3:15])[CH2:12]2)([CH3:2])([CH3:4])[CH3:3]. (7) Given the reactants C([O:3][C:4]([C:6]1[C:7]([CH3:24])=[N:8][N:9]2[C:14]([O:15][CH2:16][CH:17]3[CH2:22][CH2:21][CH2:20][CH2:19][CH2:18]3)=[CH:13][C:12]([CH3:23])=[CH:11][C:10]=12)=[O:5])C.[OH-].[Na+].C(#N)C.FC(F)(F)C(O)=O, predict the reaction product. The product is: [CH:17]1([CH2:16][O:15][C:14]2[N:9]3[N:8]=[C:7]([CH3:24])[C:6]([C:4]([OH:5])=[O:3])=[C:10]3[CH:11]=[C:12]([CH3:23])[CH:13]=2)[CH2:18][CH2:19][CH2:20][CH2:21][CH2:22]1. (8) Given the reactants [N+:1]([C:4]1[CH:9]=[CH:8][C:7]([C:10](=[O:12])[CH3:11])=[CH:6][CH:5]=1)([O-:3])=[O:2].[CH3:13][O:14]C(OC)OC.[CH3:20]O, predict the reaction product. The product is: [CH3:20][O:12][C:10]([C:7]1[CH:6]=[CH:5][C:4]([N+:1]([O-:3])=[O:2])=[CH:9][CH:8]=1)([O:14][CH3:13])[CH3:11].